The task is: Regression. Given two drug SMILES strings and cell line genomic features, predict the synergy score measuring deviation from expected non-interaction effect.. This data is from NCI-60 drug combinations with 297,098 pairs across 59 cell lines. (1) Drug 1: CN1CCC(CC1)COC2=C(C=C3C(=C2)N=CN=C3NC4=C(C=C(C=C4)Br)F)OC. Drug 2: CC(C)NC(=O)C1=CC=C(C=C1)CNNC.Cl. Cell line: A549. Synergy scores: CSS=4.13, Synergy_ZIP=-3.75, Synergy_Bliss=-3.94, Synergy_Loewe=-21.2, Synergy_HSA=-7.38. (2) Drug 1: CN1CCC(CC1)COC2=C(C=C3C(=C2)N=CN=C3NC4=C(C=C(C=C4)Br)F)OC. Drug 2: CS(=O)(=O)C1=CC(=C(C=C1)C(=O)NC2=CC(=C(C=C2)Cl)C3=CC=CC=N3)Cl. Cell line: PC-3. Synergy scores: CSS=5.67, Synergy_ZIP=-3.09, Synergy_Bliss=0.601, Synergy_Loewe=-5.06, Synergy_HSA=-0.111. (3) Drug 1: COC1=CC(=CC(=C1O)OC)C2C3C(COC3=O)C(C4=CC5=C(C=C24)OCO5)OC6C(C(C7C(O6)COC(O7)C8=CC=CS8)O)O. Drug 2: COCCOC1=C(C=C2C(=C1)C(=NC=N2)NC3=CC=CC(=C3)C#C)OCCOC.Cl. Cell line: K-562. Synergy scores: CSS=49.6, Synergy_ZIP=4.85, Synergy_Bliss=6.88, Synergy_Loewe=-16.7, Synergy_HSA=4.12.